Dataset: Catalyst prediction with 721,799 reactions and 888 catalyst types from USPTO. Task: Predict which catalyst facilitates the given reaction. (1) Reactant: [CH2:1]([NH:5][CH2:6][CH2:7]O)[CH2:2][CH2:3][CH3:4].[Cl-].[N-:10]=[N+:11]=[N-:12].[Na+].C([O-])(O)=O.[Na+].[Cl:19][CH2:20][C:21](O[C:21](=[O:22])[CH2:20][Cl:19])=[O:22]. Product: [CH2:1]([N:5]([CH2:6][CH2:7][N:10]=[N+:11]=[N-:12])[C:21](=[O:22])[CH2:20][Cl:19])[CH2:2][CH2:3][CH3:4]. The catalyst class is: 28. (2) Reactant: [Br:1][C:2]1[CH:3]=[CH:4][C:5]([CH2:8][C:9]([OH:11])=O)=[N:6][CH:7]=1.C1N=C[N:14](C(N2C=NC=C2)=O)C=1.[OH-].[NH4+]. Product: [Br:1][C:2]1[CH:3]=[CH:4][C:5]([CH2:8][C:9]([NH2:14])=[O:11])=[N:6][CH:7]=1. The catalyst class is: 1. (3) Reactant: [I:1][C:2]1[CH:3]=[CH:4][C:5]([O:11][CH:12]([CH3:14])[CH3:13])=[C:6]([CH:10]=1)[C:7]([OH:9])=O.[NH2:15][CH:16]([CH2:20][C:21]1[C:29]2[C:24](=[CH:25][CH:26]=[CH:27][CH:28]=2)[NH:23][CH:22]=1)[CH2:17][C:18]#[N:19].CCN=C=NCCCN(C)C.Cl.C1C=CC2N(O)N=NC=2C=1. Product: [C:18]([CH2:17][CH:16]([NH:15][C:7](=[O:9])[C:6]1[CH:10]=[C:2]([I:1])[CH:3]=[CH:4][C:5]=1[O:11][CH:12]([CH3:14])[CH3:13])[CH2:20][C:21]1[C:29]2[C:24](=[CH:25][CH:26]=[CH:27][CH:28]=2)[NH:23][CH:22]=1)#[N:19]. The catalyst class is: 851. (4) Reactant: FC(F)(F)C(O)=O.[CH:8]([O:11][C:12]1[CH:13]=[C:14]([C:18]2[CH:43]=[CH:42][C:21]3[N:22]=[C:23]([C:25]4[N:29](COCC[Si](C)(C)C)[C:28]5[CH:38]=[CH:39][CH:40]=[CH:41][C:27]=5[N:26]=4)[O:24][C:20]=3[CH:19]=2)[CH:15]=[N:16][CH:17]=1)([CH3:10])[CH3:9]. Product: [NH:26]1[C:27]2[CH:41]=[CH:40][CH:39]=[CH:38][C:28]=2[N:29]=[C:25]1[C:23]1[O:24][C:20]2[CH:19]=[C:18]([C:14]3[CH:15]=[N:16][CH:17]=[C:12]([O:11][CH:8]([CH3:10])[CH3:9])[CH:13]=3)[CH:43]=[CH:42][C:21]=2[N:22]=1. The catalyst class is: 4. (5) Reactant: [CH2:1]([C:4]1([CH2:29][CH:30]=[CH2:31])[C:27](=[O:28])[N:7]2[CH2:8][CH2:9][N:10](C(OC(C)(C)C)=O)[C@@H:11]([C:12]3[CH:17]=[CH:16][CH:15]=[C:14]([CH3:18])[C:13]=3[CH3:19])[CH:6]2[CH2:5]1)[CH:2]=[CH2:3].Cl.CO.[OH-].[Na+]. Product: [CH2:29]([C:4]1([CH2:1][CH:2]=[CH2:3])[C:27](=[O:28])[N:7]2[CH2:8][CH2:9][NH:10][C@@H:11]([C:12]3[CH:17]=[CH:16][CH:15]=[C:14]([CH3:18])[C:13]=3[CH3:19])[C@@H:6]2[CH2:5]1)[CH:30]=[CH2:31]. The catalyst class is: 5. (6) The catalyst class is: 10. Reactant: [CH3:1][C:2]1[CH:7]=[CH:6][C:5](S(OC)(=O)=O)=[CH:4][CH:3]=1.[CH3:13][C:14]1[C:22]([C@H:23]2[O:28][CH2:27][C@@H:26]3[CH2:29][NH:30][CH2:31][CH2:32][N:25]3[CH2:24]2)=[CH:21][CH:20]=[C:19]2[C:15]=1[CH2:16][O:17][C:18]2=[O:33]. Product: [CH3:13][C:14]1[C:15]2[CH2:16][O:17][C:18](=[O:33])[C:19]=2[CH:20]=[CH:21][C:22]=1[C@H:23]1[O:28][CH2:27][C@@H:26]2[CH2:29][N:30]([CH2:26][CH:27]3[C:6]4[C:7](=[C:2]5[CH2:1][O:33][C:18](=[O:17])[C:3]5=[CH:4][CH:5]=4)[CH2:22][CH2:23][O:28]3)[CH2:31][CH2:32][N:25]2[CH2:24]1. (7) Reactant: [CH3:1][C:2]([C:6]1[CH:11]=[CH:10][CH:9]=[CH:8][C:7]=1[N+:12]([O-:14])=[O:13])([CH3:5])[C:3]#[N:4].B.O1CCCC1.CO.Cl. Product: [CH3:5][C:2]([C:6]1[CH:11]=[CH:10][CH:9]=[CH:8][C:7]=1[N+:12]([O-:14])=[O:13])([CH3:1])[CH2:3][NH2:4]. The catalyst class is: 7. (8) Reactant: [CH3:1][C:2]1[CH:7]=[C:6]([CH3:8])[CH:5]=[C:4]([CH3:9])[C:3]=1[S:10]([C:13]1[CH:18]=[CH:17][C:16]([OH:19])=[CH:15][CH:14]=1)(=[O:12])=[O:11].C1C=CC(P(C2C=CC=CC=2)C2C=CC=CC=2)=CC=1.C(OC(=O)[NH:45][CH2:46][CH2:47]O)(C)(C)C.CC(OC(/N=N/C(OC(C)C)=O)=O)C. Product: [CH3:9][C:4]1[CH:5]=[C:6]([CH3:8])[CH:7]=[C:2]([CH3:1])[C:3]=1[S:10]([C:13]1[CH:18]=[CH:17][C:16]([O:19][CH2:47][CH2:46][NH2:45])=[CH:15][CH:14]=1)(=[O:12])=[O:11]. The catalyst class is: 1.